This data is from NCI-60 drug combinations with 297,098 pairs across 59 cell lines. The task is: Regression. Given two drug SMILES strings and cell line genomic features, predict the synergy score measuring deviation from expected non-interaction effect. (1) Drug 1: CCCS(=O)(=O)NC1=C(C(=C(C=C1)F)C(=O)C2=CNC3=C2C=C(C=N3)C4=CC=C(C=C4)Cl)F. Drug 2: CS(=O)(=O)CCNCC1=CC=C(O1)C2=CC3=C(C=C2)N=CN=C3NC4=CC(=C(C=C4)OCC5=CC(=CC=C5)F)Cl. Cell line: MCF7. Synergy scores: CSS=1.65, Synergy_ZIP=1.09, Synergy_Bliss=3.30, Synergy_Loewe=-0.116, Synergy_HSA=0.186. (2) Drug 1: CC1OCC2C(O1)C(C(C(O2)OC3C4COC(=O)C4C(C5=CC6=C(C=C35)OCO6)C7=CC(=C(C(=C7)OC)O)OC)O)O. Drug 2: CC1C(C(CC(O1)OC2CC(CC3=C2C(=C4C(=C3O)C(=O)C5=CC=CC=C5C4=O)O)(C(=O)C)O)N)O. Cell line: SK-OV-3. Synergy scores: CSS=29.7, Synergy_ZIP=-6.27, Synergy_Bliss=-3.72, Synergy_Loewe=-20.3, Synergy_HSA=-2.02. (3) Drug 1: C1CCC(C1)C(CC#N)N2C=C(C=N2)C3=C4C=CNC4=NC=N3. Drug 2: CC1C(C(CC(O1)OC2CC(OC(C2O)C)OC3=CC4=CC5=C(C(=O)C(C(C5)C(C(=O)C(C(C)O)O)OC)OC6CC(C(C(O6)C)O)OC7CC(C(C(O7)C)O)OC8CC(C(C(O8)C)O)(C)O)C(=C4C(=C3C)O)O)O)O. Cell line: 786-0. Synergy scores: CSS=33.1, Synergy_ZIP=8.61, Synergy_Bliss=15.9, Synergy_Loewe=16.5, Synergy_HSA=16.4. (4) Drug 2: C1C(C(OC1N2C=C(C(=O)NC2=O)F)CO)O. Cell line: UACC-257. Synergy scores: CSS=17.2, Synergy_ZIP=-4.72, Synergy_Bliss=-6.68, Synergy_Loewe=-17.6, Synergy_HSA=-5.02. Drug 1: C1CC(=O)NC(=O)C1N2CC3=C(C2=O)C=CC=C3N. (5) Drug 1: C1CN1C2=NC(=NC(=N2)N3CC3)N4CC4. Drug 2: CN(CC1=CN=C2C(=N1)C(=NC(=N2)N)N)C3=CC=C(C=C3)C(=O)NC(CCC(=O)O)C(=O)O. Cell line: HS 578T. Synergy scores: CSS=58.0, Synergy_ZIP=0.287, Synergy_Bliss=2.47, Synergy_Loewe=-31.8, Synergy_HSA=0.846. (6) Drug 1: CN(C)N=NC1=C(NC=N1)C(=O)N. Drug 2: CC1=C(C=C(C=C1)NC(=O)C2=CC=C(C=C2)CN3CCN(CC3)C)NC4=NC=CC(=N4)C5=CN=CC=C5. Cell line: UACC-257. Synergy scores: CSS=-4.86, Synergy_ZIP=3.02, Synergy_Bliss=-1.45, Synergy_Loewe=-8.40, Synergy_HSA=-7.29. (7) Drug 1: C1CN1P(=S)(N2CC2)N3CC3. Drug 2: CCC(=C(C1=CC=CC=C1)C2=CC=C(C=C2)OCCN(C)C)C3=CC=CC=C3.C(C(=O)O)C(CC(=O)O)(C(=O)O)O. Cell line: HCT-15. Synergy scores: CSS=18.9, Synergy_ZIP=3.07, Synergy_Bliss=5.95, Synergy_Loewe=5.58, Synergy_HSA=6.38. (8) Drug 1: CCN(CC)CCCC(C)NC1=C2C=C(C=CC2=NC3=C1C=CC(=C3)Cl)OC. Drug 2: CC(C)NC(=O)C1=CC=C(C=C1)CNNC.Cl. Cell line: RPMI-8226. Synergy scores: CSS=37.3, Synergy_ZIP=0.660, Synergy_Bliss=-1.36, Synergy_Loewe=-34.3, Synergy_HSA=-4.31. (9) Synergy scores: CSS=-6.92, Synergy_ZIP=10.3, Synergy_Bliss=18.7, Synergy_Loewe=1.65, Synergy_HSA=3.64. Drug 1: C1=CC(=CC=C1C#N)C(C2=CC=C(C=C2)C#N)N3C=NC=N3. Cell line: T-47D. Drug 2: CC1=C(C=C(C=C1)NC(=O)C2=CC=C(C=C2)CN3CCN(CC3)C)NC4=NC=CC(=N4)C5=CN=CC=C5.